From a dataset of Forward reaction prediction with 1.9M reactions from USPTO patents (1976-2016). Predict the product of the given reaction. (1) Given the reactants [CH2:1]([O:8][C:9]1[CH:10]=[CH:11][C:12]([CH3:18])=[C:13]([CH:17]=1)[C:14](O)=[O:15])[C:2]1[CH:7]=[CH:6][CH:5]=[CH:4][CH:3]=1.C(Cl)(=O)C([Cl:22])=O, predict the reaction product. The product is: [CH2:1]([O:8][C:9]1[CH:10]=[CH:11][C:12]([CH3:18])=[C:13]([CH:17]=1)[C:14]([Cl:22])=[O:15])[C:2]1[CH:7]=[CH:6][CH:5]=[CH:4][CH:3]=1. (2) Given the reactants [C:1]([O:5][C:6]([N:8]([CH2:47][CH3:48])[CH2:9][CH2:10][C:11]1[N:12]([CH3:46])[C:13]2[CH:14]=[C:15]3[CH2:24][CH2:23][CH2:22][C:21]4[C:25]([OH:45])=[C:26]([C:41]([O:43]C)=[O:42])[C:27](=[O:40])[N:28]([CH2:29][C:30]5[CH:35]=[CH:34][C:33]([O:36][CH3:37])=[CH:32][C:31]=5[O:38][CH3:39])[C:20]=4[C:16]3=[CH:17][C:18]=2[CH:19]=1)=[O:7])([CH3:4])([CH3:3])[CH3:2].[Li+].[I-].Cl, predict the reaction product. The product is: [C:1]([O:5][C:6]([N:8]([CH2:47][CH3:48])[CH2:9][CH2:10][C:11]1[N:12]([CH3:46])[C:13]2[CH:14]=[C:15]3[CH2:24][CH2:23][CH2:22][C:21]4[C:25]([OH:45])=[C:26]([C:41]([OH:43])=[O:42])[C:27](=[O:40])[N:28]([CH2:29][C:30]5[CH:35]=[CH:34][C:33]([O:36][CH3:37])=[CH:32][C:31]=5[O:38][CH3:39])[C:20]=4[C:16]3=[CH:17][C:18]=2[CH:19]=1)=[O:7])([CH3:4])([CH3:3])[CH3:2]. (3) Given the reactants Cl[C:2](=[N:8][C:9]1[CH:14]=[CH:13][CH:12]=[CH:11][C:10]=1[CH3:15])[C:3]([O:5][CH2:6][CH3:7])=[O:4].[C:16]([NH:19][NH2:20])(=O)[CH3:17], predict the reaction product. The product is: [CH3:17][C:16]1[N:8]([C:9]2[CH:14]=[CH:13][CH:12]=[CH:11][C:10]=2[CH3:15])[C:2]([C:3]([O:5][CH2:6][CH3:7])=[O:4])=[N:20][N:19]=1.